This data is from Reaction yield outcomes from USPTO patents with 853,638 reactions. The task is: Predict the reaction yield, written as a fraction of the theoretical maximum amount of product (1.0 means a 100% yield; for example, 0.34 means a 34% yield). (1) The reactants are C([O-])(=O)C.[O:5]=[C:6]1[C@@H:9]([NH3+:10])[CH2:8][NH:7]1.CCN(C(C)C)C(C)C.[CH2:20]([O:26][C:27](N1C=CC=CC1=O)=[O:28])[CH2:21][CH2:22][CH2:23][CH2:24][CH3:25].CCOCC. The catalyst is C(Cl)Cl. The product is [CH2:20]([O:26][C:27](=[O:28])[NH:10][C@H:9]1[CH2:8][NH:7][C:6]1=[O:5])[CH2:21][CH2:22][CH2:23][CH2:24][CH3:25]. The yield is 0.570. (2) The reactants are [C:1]1(=[O:6])[CH2:5][CH2:4][CH2:3][CH2:2]1.C([O-])([O-])=O.[Na+].[Na+].[F:13][C:14]([F:27])([F:26])[S:15](O[S:15]([C:14]([F:27])([F:26])[F:13])(=[O:17])=[O:16])(=[O:17])=[O:16]. The catalyst is C(Cl)Cl. The product is [F:13][C:14]([F:27])([F:26])[S:15]([O:6][C:1]1[CH2:5][CH2:4][CH2:3][CH:2]=1)(=[O:17])=[O:16]. The yield is 0.730.